From a dataset of Full USPTO retrosynthesis dataset with 1.9M reactions from patents (1976-2016). Predict the reactants needed to synthesize the given product. Given the product [CH:1]1[CH:2]=[C:3]2[C:10](=[O:11])[N:9]([CH:12]3[C:18](=[O:19])[NH:17][C:15](=[O:16])[CH2:14][CH2:13]3)[CH2:8][C:4]2=[C:5]([NH2:7])[CH:6]=1.[C:20]([OH:29])(=[O:28])[C@@H:21]([C@H:23]([C:25]([OH:27])=[O:26])[OH:24])[OH:22], predict the reactants needed to synthesize it. The reactants are: [CH:1]1[CH:2]=[C:3]2[C:10](=[O:11])[N:9]([CH:12]3[C:18](=[O:19])[NH:17][C:15](=[O:16])[CH2:14][CH2:13]3)[CH2:8][C:4]2=[C:5]([NH2:7])[CH:6]=1.[C:20]([OH:29])(=[O:28])[C@@H:21]([C@H:23]([C:25]([OH:27])=[O:26])[OH:24])[OH:22].O.